From a dataset of Catalyst prediction with 721,799 reactions and 888 catalyst types from USPTO. Predict which catalyst facilitates the given reaction. (1) Reactant: [CH3:1][C:2]1([CH3:21])[O:6][CH:5]([C:7]2[CH:20]=[CH:19][CH:18]=[CH:17][C:8]=2[CH2:9][NH:10]C(=O)C(F)(F)F)[CH2:4][O:3]1.[OH-].[Na+]. Product: [CH3:1][C:2]1([CH3:21])[O:6][CH:5]([C:7]2[CH:20]=[CH:19][CH:18]=[CH:17][C:8]=2[CH2:9][NH2:10])[CH2:4][O:3]1. The catalyst class is: 5. (2) Reactant: [Cl:1][C:2]1[C:7]([F:8])=[CH:6][C:5]([CH3:9])=[C:4]([F:10])[CH:3]=1.[Cr](Cl)([O-])(=O)=[O:12].[NH+]1C=CC=CC=1. Product: [Cl:1][C:2]1[C:7]([F:8])=[CH:6][C:5]([CH:9]=[O:12])=[C:4]([F:10])[CH:3]=1. The catalyst class is: 22. (3) Reactant: [CH:1]1([C:6]#[CH:7])[CH2:5][CH2:4][CH2:3][CH2:2]1.C([Li])CCC.C1(O[C:20]#[N:21])C=CC=CC=1.[OH-].[Na+]. Product: [CH:1]1([C:6]#[C:7][C:20]#[N:21])[CH2:5][CH2:4][CH2:3][CH2:2]1. The catalyst class is: 134. (4) Reactant: C[O:2][C:3](=[O:17])[C:4]1[CH:9]=[CH:8][CH:7]=[C:6]([C:10]([NH:12][S:13]([CH3:16])(=[O:15])=[O:14])=[O:11])[CH:5]=1.O.[OH-].[Li+].Cl. The catalyst class is: 1. Product: [CH3:16][S:13]([NH:12][C:10]([C:6]1[CH:5]=[C:4]([CH:9]=[CH:8][CH:7]=1)[C:3]([OH:17])=[O:2])=[O:11])(=[O:15])=[O:14]. (5) Reactant: [F:1][C:2]1[CH:3]=[C:4]([CH:13]2[CH2:18][N:17]([C:19]([N:21]3[CH2:26][CH2:25][S:24][CH2:23][CH2:22]3)=[O:20])[CH2:16][CH:15]([C:27](O)=[O:28])[CH2:14]2)[CH:5]=[CH:6][C:7]=1[CH2:8][C:9]([F:12])([F:11])[F:10].CN(C(ON1N=NC2C=CC=NC1=2)=[N+](C)C)C.F[P-](F)(F)(F)(F)F.C(N(CC)C(C)C)(C)C.O[NH:64][C:65](=[NH:69])[O:66][CH2:67][CH3:68]. Product: [CH2:67]([O:66][C:65]1[N:69]=[C:27]([CH:15]2[CH2:14][CH:13]([C:4]3[CH:5]=[CH:6][C:7]([CH2:8][C:9]([F:12])([F:10])[F:11])=[C:2]([F:1])[CH:3]=3)[CH2:18][N:17]([C:19]([N:21]3[CH2:22][CH2:23][S:24][CH2:25][CH2:26]3)=[O:20])[CH2:16]2)[O:28][N:64]=1)[CH3:68]. The catalyst class is: 9. (6) Reactant: [F:1][C:2]1[CH:3]=[C:4]([C:25]2[C:26]([CH3:40])=[CH:27][C:28]([O:31][CH2:32][C:33]3([C:37]([OH:39])=[O:38])[CH2:36][CH2:35][CH2:34]3)=[N:29][CH:30]=2)[CH:5]=[CH:6][C:7]=1[C:8]1[N:9](COCC[Si](C)(C)C)[CH:10]=[C:11]([C:13]([F:16])([F:15])[F:14])[N:12]=1. Product: [F:1][C:2]1[CH:3]=[C:4]([C:25]2[C:26]([CH3:40])=[CH:27][C:28]([O:31][CH2:32][C:33]3([C:37]([OH:39])=[O:38])[CH2:36][CH2:35][CH2:34]3)=[N:29][CH:30]=2)[CH:5]=[CH:6][C:7]=1[C:8]1[NH:12][C:11]([C:13]([F:14])([F:16])[F:15])=[CH:10][N:9]=1. The catalyst class is: 574.